This data is from Reaction yield outcomes from USPTO patents with 853,638 reactions. The task is: Predict the reaction yield, written as a fraction of the theoretical maximum amount of product (1.0 means a 100% yield; for example, 0.34 means a 34% yield). (1) The reactants are C([O:5][C:6]1[CH:11]=[C:10]([C:12]2[CH:29]=[CH:28][C:15]([CH2:16][NH:17][C:18](=[O:27])[C:19]3[C:24]([Cl:25])=[CH:23][CH:22]=[CH:21][C:20]=3[Cl:26])=[CH:14][CH:13]=2)[CH:9]=[CH:8][N:7]=1)(C)(C)C. The catalyst is C(O)=O. The product is [Cl:26][C:20]1[CH:21]=[CH:22][CH:23]=[C:24]([Cl:25])[C:19]=1[C:18]([NH:17][CH2:16][C:15]1[CH:28]=[CH:29][C:12]([C:10]2[CH:9]=[CH:8][NH:7][C:6](=[O:5])[CH:11]=2)=[CH:13][CH:14]=1)=[O:27]. The yield is 0.755. (2) The reactants are [NH2:1][C@@H:2]([CH2:25][C:26]1[CH:31]=[CH:30][CH:29]=[CH:28][CH:27]=1)[C:3]([NH:5][C@H:6]([B:12]1[O:16][C@@H:15]2[CH2:17][C@@H:18]3[CH2:21][C@H:20]([C@:14]2([CH3:24])[O:13]1)[C:19]3([CH3:23])[CH3:22])[CH2:7][CH:8]1[CH2:11][CH2:10][CH2:9]1)=[O:4].[CH3:32][C:33]([O:36][C:37]([NH:39][C@H:40]([C:49](O)=[O:50])[CH2:41][CH2:42][C:43]1[CH:48]=[CH:47][CH:46]=[CH:45][CH:44]=1)=[O:38])([CH3:35])[CH3:34].CN(C(ON1N=NC2C=CC=CC1=2)=[N+](C)C)C.[B-](F)(F)(F)F.C(N(CC)C(C)C)(C)C. The catalyst is CN(C=O)C. The product is [CH2:25]([C@H:2]([NH:1][C:49]([C@@H:40]([NH:39][C:37](=[O:38])[O:36][C:33]([CH3:34])([CH3:32])[CH3:35])[CH2:41][CH2:42][C:43]1[CH:44]=[CH:45][CH:46]=[CH:47][CH:48]=1)=[O:50])[C:3]([NH:5][C@H:6]([B:12]1[O:16][C@@H:15]2[CH2:17][C@@H:18]3[CH2:21][C@H:20]([C@:14]2([CH3:24])[O:13]1)[C:19]3([CH3:23])[CH3:22])[CH2:7][CH:8]1[CH2:11][CH2:10][CH2:9]1)=[O:4])[C:26]1[CH:27]=[CH:28][CH:29]=[CH:30][CH:31]=1. The yield is 0.850. (3) The reactants are [CH3:1][C:2]1[N:6]([CH2:7][C:8]2[C:17]3[C:12](=[CH:13][CH:14]=[CH:15][CH:16]=3)[CH:11]=[CH:10][CH:9]=2)[C:5]2[CH:18]=[C:19]([N:25]3[CH2:30][CH2:29][O:28][CH2:27][CH2:26]3)[CH:20]=[C:21]([C:22]([OH:24])=O)[C:4]=2[N:3]=1.C(Cl)CCl.[CH3:35][S:36]([NH2:39])(=[O:38])=[O:37]. The catalyst is CN(C)C=O.CN(C1C=CN=CC=1)C. The product is [CH3:1][C:2]1[N:6]([CH2:7][C:8]2[C:17]3[C:12](=[CH:13][CH:14]=[CH:15][CH:16]=3)[CH:11]=[CH:10][CH:9]=2)[C:5]2[CH:18]=[C:19]([N:25]3[CH2:30][CH2:29][O:28][CH2:27][CH2:26]3)[CH:20]=[C:21]([C:22]([NH:39][S:36]([CH3:35])(=[O:38])=[O:37])=[O:24])[C:4]=2[N:3]=1. The yield is 0.390. (4) The reactants are Cl.CN(C)CCCN=C=NCC.OC1C=CC=C[N+]=1[O-].[CH:21]1[C:34]2[N:33]([CH2:35][C:36]3[S:40][C:39]([C:41]4[CH:51]=[C:50]([Cl:52])[C:44]([O:45][CH2:46][C:47](O)=[O:48])=[C:43]([Cl:53])[CH:42]=4)=[N:38][N:37]=3)[C:32]3[C:27](=[CH:28][CH:29]=[CH:30][CH:31]=3)[S:26][C:25]=2[CH:24]=[CH:23][CH:22]=1.C(N(CC)CC)C.[NH:61]([CH2:65][CH2:66][OH:67])[CH2:62][CH2:63][OH:64]. The catalyst is CN(C=O)C. The product is [CH:31]1[C:32]2[N:33]([CH2:35][C:36]3[S:40][C:39]([C:41]4[CH:51]=[C:50]([Cl:52])[C:44]([O:45][CH2:46][C:47]([N:61]([CH2:65][CH2:66][OH:67])[CH2:62][CH2:63][OH:64])=[O:48])=[C:43]([Cl:53])[CH:42]=4)=[N:38][N:37]=3)[C:34]3[C:25](=[CH:24][CH:23]=[CH:22][CH:21]=3)[S:26][C:27]=2[CH:28]=[CH:29][CH:30]=1. The yield is 0.110. (5) The reactants are [F:1][C:2]1[C:3]([C:8]([OH:10])=[O:9])=[N:4][CH:5]=[CH:6][CH:7]=1.S(=O)(=O)(O)O.[CH2:16](O)[CH3:17]. No catalyst specified. The product is [F:1][C:2]1[C:3]([C:8]([O:10][CH2:16][CH3:17])=[O:9])=[N:4][CH:5]=[CH:6][CH:7]=1. The yield is 0.890.